From a dataset of Forward reaction prediction with 1.9M reactions from USPTO patents (1976-2016). Predict the product of the given reaction. (1) Given the reactants [OH:1][CH2:2][CH2:3][N:4]([CH3:14])[C:5](CC1CCCCC1)=[O:6].CS(N[C:20]1[CH:25]=[CH:24][C:23]([CH2:26][C@H:27]([NH:32][C:33]2[S:34][CH:35]=[C:36]([C:38]3[CH:43]=[CH:42][CH:41]=[CH:40][CH:39]=3)[N:37]=2)[C:28]([O:30][CH3:31])=[O:29])=[CH:22][CH:21]=1)(=O)=O.[C:57]1(P([C:57]2[CH:62]=[CH:61][CH:60]=[CH:59][CH:58]=2)[C:57]2[CH:62]=[CH:61][CH:60]=[CH:59][CH:58]=2)[CH:62]=[CH:61][CH:60]=[CH:59][CH:58]=1.C1CCN(C(N=NC(N2CCCCC2)=O)=O)CC1, predict the reaction product. The product is: [CH:57]1([C:5]([N:4]([CH3:14])[CH2:3][CH2:2][O:1][C:20]2[CH:25]=[CH:24][C:23]([CH2:26][C@H:27]([NH:32][C:33]3[S:34][CH:35]=[C:36]([C:38]4[CH:43]=[CH:42][CH:41]=[CH:40][CH:39]=4)[N:37]=3)[C:28]([O:30][CH3:31])=[O:29])=[CH:22][CH:21]=2)=[O:6])[CH2:58][CH2:59][CH2:60][CH2:61][CH2:62]1. (2) Given the reactants [N:1]([CH2:4][C@@H:5]([NH:14][C:15](=[O:21])[O:16][C:17]([CH3:20])([CH3:19])[CH3:18])[CH2:6][C@@H:7]1[CH2:13][CH2:12][CH2:11][CH2:10][O:9][CH2:8]1)=[N+]=[N-], predict the reaction product. The product is: [NH2:1][CH2:4][C@@H:5]([NH:14][C:15](=[O:21])[O:16][C:17]([CH3:19])([CH3:18])[CH3:20])[CH2:6][C@@H:7]1[CH2:13][CH2:12][CH2:11][CH2:10][O:9][CH2:8]1. (3) Given the reactants [O:1]1[C:5]2[CH:6]=[CH:7][CH:8]=[CH:9][C:4]=2[CH:3]=[C:2]1[C:10]([OH:12])=O.[CH3:13][C:14]1([CH3:28])[C:18]([CH3:20])([CH3:19])[O:17][B:16]([C:21]2[CH:26]=[CH:25][C:24]([NH2:27])=[CH:23][CH:22]=2)[O:15]1, predict the reaction product. The product is: [CH3:19][C:18]1([CH3:20])[C:14]([CH3:13])([CH3:28])[O:15][B:16]([C:21]2[CH:26]=[CH:25][C:24]([NH:27][C:10]([C:2]3[O:1][C:5]4[CH:6]=[CH:7][CH:8]=[CH:9][C:4]=4[CH:3]=3)=[O:12])=[CH:23][CH:22]=2)[O:17]1. (4) Given the reactants [CH2:1]([C:3]1[CH:8]=[CH:7][C:6]([NH:9][C:10](=[O:24])[O:11][CH2:12][C@@H:13]([N:15]([CH3:23])[C:16]([O:18]C(C)(C)C)=O)[CH3:14])=[CH:5][CH:4]=1)[CH3:2].[ClH:25].[CH2:26]([C:28]1[CH:33]=[CH:32][C:31](N=C=O)=[CH:30][CH:29]=1)C.CC[N:39](C(C)C)C(C)C, predict the reaction product. The product is: [CH2:1]([C:3]1[CH:4]=[CH:5][C:6]([NH:9][C:10](=[O:24])[O:11][CH2:12][C@@H:13]([N:15]([CH3:23])[C:16]([NH:39][CH2:26][C:28]2[CH:33]=[CH:32][CH:31]=[CH:30][C:29]=2[Cl:25])=[O:18])[CH3:14])=[CH:7][CH:8]=1)[CH3:2].